Dataset: Catalyst prediction with 721,799 reactions and 888 catalyst types from USPTO. Task: Predict which catalyst facilitates the given reaction. Reactant: C(OC([NH:11][C@@H:12]([C:24]([O:26][C:27]([CH3:30])([CH3:29])[CH3:28])=[O:25])[CH2:13][CH2:14][CH2:15][NH:16][C:17]([O:19][C:20]([CH3:23])([CH3:22])[CH3:21])=[O:18])=O)C1C=CC=CC=1. Product: [C:20]([O:19][C:17]([NH:16][CH2:15][CH2:14][CH2:13][C@H:12]([C:24]([O:26][C:27]([CH3:30])([CH3:29])[CH3:28])=[O:25])[NH2:11])=[O:18])([CH3:22])([CH3:23])[CH3:21]. The catalyst class is: 50.